Dataset: NCI-60 drug combinations with 297,098 pairs across 59 cell lines. Task: Regression. Given two drug SMILES strings and cell line genomic features, predict the synergy score measuring deviation from expected non-interaction effect. (1) Drug 1: CC1=CC2C(CCC3(C2CCC3(C(=O)C)OC(=O)C)C)C4(C1=CC(=O)CC4)C. Drug 2: CC(C)(C#N)C1=CC(=CC(=C1)CN2C=NC=N2)C(C)(C)C#N. Cell line: DU-145. Synergy scores: CSS=-3.48, Synergy_ZIP=1.41, Synergy_Bliss=-0.525, Synergy_Loewe=-4.24, Synergy_HSA=-5.37. (2) Cell line: UO-31. Synergy scores: CSS=13.2, Synergy_ZIP=-1.65, Synergy_Bliss=3.62, Synergy_Loewe=2.88, Synergy_HSA=4.33. Drug 1: CCC1=CC2CC(C3=C(CN(C2)C1)C4=CC=CC=C4N3)(C5=C(C=C6C(=C5)C78CCN9C7C(C=CC9)(C(C(C8N6C)(C(=O)OC)O)OC(=O)C)CC)OC)C(=O)OC.C(C(C(=O)O)O)(C(=O)O)O. Drug 2: C(CC(=O)O)C(=O)CN.Cl. (3) Drug 1: CN(C)N=NC1=C(NC=N1)C(=O)N. Drug 2: CN(C)C1=NC(=NC(=N1)N(C)C)N(C)C. Cell line: BT-549. Synergy scores: CSS=-0.788, Synergy_ZIP=3.41, Synergy_Bliss=5.45, Synergy_Loewe=-0.620, Synergy_HSA=-0.280. (4) Drug 1: C1=CC(=C2C(=C1NCCNCCO)C(=O)C3=C(C=CC(=C3C2=O)O)O)NCCNCCO. Synergy scores: CSS=39.9, Synergy_ZIP=1.05, Synergy_Bliss=0.196, Synergy_Loewe=-13.1, Synergy_HSA=0.873. Drug 2: C1C(C(OC1N2C=NC(=NC2=O)N)CO)O. Cell line: A549. (5) Drug 1: CC1=C(C=C(C=C1)NC(=O)C2=CC=C(C=C2)CN3CCN(CC3)C)NC4=NC=CC(=N4)C5=CN=CC=C5. Drug 2: CC1=C2C(C(=O)C3(C(CC4C(C3C(C(C2(C)C)(CC1OC(=O)C(C(C5=CC=CC=C5)NC(=O)C6=CC=CC=C6)O)O)OC(=O)C7=CC=CC=C7)(CO4)OC(=O)C)O)C)OC(=O)C. Cell line: ACHN. Synergy scores: CSS=21.0, Synergy_ZIP=9.72, Synergy_Bliss=9.15, Synergy_Loewe=-1.82, Synergy_HSA=2.71. (6) Drug 1: C1CC(=O)NC(=O)C1N2C(=O)C3=CC=CC=C3C2=O. Drug 2: C1C(C(OC1N2C=NC(=NC2=O)N)CO)O. Cell line: SK-MEL-2. Synergy scores: CSS=12.8, Synergy_ZIP=1.71, Synergy_Bliss=4.71, Synergy_Loewe=0.730, Synergy_HSA=1.12.